Dataset: Catalyst prediction with 721,799 reactions and 888 catalyst types from USPTO. Task: Predict which catalyst facilitates the given reaction. (1) Reactant: [Cl:1][C:2]1[N:7]=[C:6]([CH:8]([OH:11])[C:9]#[CH:10])[C:5]2[C:12]([O:34][CH3:35])=[N:13][N:14]([C:15]([C:28]3[CH:33]=[CH:32][CH:31]=[CH:30][CH:29]=3)([C:22]3[CH:27]=[CH:26][CH:25]=[CH:24][CH:23]=3)[C:16]3[CH:21]=[CH:20][CH:19]=[CH:18][CH:17]=3)[C:4]=2[CH:3]=1.CC(OI1(OC(C)=O)(OC(C)=O)OC(=O)C2C1=CC=CC=2)=O.S([O-])([O-])(=O)=S.[Na+].[Na+].C(=O)(O)[O-].[Na+]. Product: [Cl:1][C:2]1[N:7]=[C:6]([C:8](=[O:11])[C:9]#[CH:10])[C:5]2[C:12]([O:34][CH3:35])=[N:13][N:14]([C:15]([C:28]3[CH:29]=[CH:30][CH:31]=[CH:32][CH:33]=3)([C:22]3[CH:23]=[CH:24][CH:25]=[CH:26][CH:27]=3)[C:16]3[CH:21]=[CH:20][CH:19]=[CH:18][CH:17]=3)[C:4]=2[CH:3]=1. The catalyst class is: 2. (2) Reactant: [Cl:1][C:2]1[CH:3]=[C:4]([CH:23]=[CH:24][C:25]=1[F:26])[CH2:5][N:6]1[CH2:15][CH2:14][C:13]2[C:8](=[C:9]([O:20][CH3:21])[C:10](=[O:19])[NH:11][C:12]=2[C:16]([OH:18])=O)[C:7]1=[O:22].[CH3:27][CH:28]([C@@:31](C)([O:35][CH:36]1[CH2:41][CH2:40][CH2:39][CH2:38][O:37]1)[CH2:32][NH:33][CH3:34])[CH2:29][OH:30].[CH2:43](Cl)CCl.C1C=NC2N(O)N=NC=2C=1.CN1CCOCC1. Product: [Cl:1][C:2]1[CH:3]=[C:4]([CH:23]=[CH:24][C:25]=1[F:26])[CH2:5][N:6]1[CH2:15][CH2:14][C:13]2[C:8](=[C:9]([O:20][CH3:21])[C:10](=[O:19])[NH:11][C:12]=2[C:16]([N:33]([CH2:32][C@H:31]([O:35][CH:36]2[CH2:41][CH2:40][CH2:39][CH2:38][O:37]2)[C:28]([CH3:27])([CH3:43])[CH2:29][OH:30])[CH3:34])=[O:18])[C:7]1=[O:22]. The catalyst class is: 2. (3) Reactant: Cl.[NH2:2][CH2:3][C:4]1[CH:5]=[C:6]2[C:10](=[CH:11][CH:12]=1)[C:9](=[O:13])[N:8]([CH:14]1[CH2:19][CH2:18][C:17](=[O:20])[NH:16][C:15]1=[O:21])[C:7]2=[O:22].[CH3:23][C:24]1[CH:32]=[CH:31][C:27]([C:28](Cl)=[O:29])=[CH:26][CH:25]=1.CCN(C(C)C)C(C)C. Product: [O:21]=[C:15]1[CH:14]([N:8]2[C:7](=[O:22])[C:6]3[C:10](=[CH:11][CH:12]=[C:4]([CH2:3][NH:2][C:28](=[O:29])[C:27]4[CH:31]=[CH:32][C:24]([CH3:23])=[CH:25][CH:26]=4)[CH:5]=3)[C:9]2=[O:13])[CH2:19][CH2:18][C:17](=[O:20])[NH:16]1. The catalyst class is: 23. (4) Product: [CH2:12]([N:24]1[CH2:27][CH:26]([C:25]([OH:33])=[O:32])[CH2:28][C:29]1=[O:30])[CH2:13][CH2:14][CH2:15][CH2:16][CH2:17][CH2:18][CH2:19][CH2:20][CH2:21][CH2:22][CH3:23]. The catalyst class is: 115. Reactant: C1O[C@@H]2O[C@H]1[C@@H](O)[C@H](O)[C@H]2O.[CH2:12]([NH2:24])[CH2:13][CH2:14][CH2:15][CH2:16][CH2:17][CH2:18][CH2:19][CH2:20][CH2:21][CH2:22][CH3:23].[C:25]([OH:33])(=[O:32])[C:26]([CH2:28][C:29](O)=[O:30])=[CH2:27].C1CCCCC1. (5) The catalyst class is: 8. Reactant: Br[CH2:2][C:3]([C:5]1[CH:10]=[CH:9][C:8]([Br:11])=[CH:7][CH:6]=1)=O.[C:12]1([NH2:19])[CH:17]=[CH:16][CH:15]=[CH:14][C:13]=1[NH2:18]. Product: [Br:11][C:8]1[CH:9]=[CH:10][C:5]([C:3]2[CH:2]=[N:19][C:12]3[C:13](=[CH:14][CH:15]=[CH:16][CH:17]=3)[N:18]=2)=[CH:6][CH:7]=1.